Dataset: Full USPTO retrosynthesis dataset with 1.9M reactions from patents (1976-2016). Task: Predict the reactants needed to synthesize the given product. (1) Given the product [CH3:32][N:33]1[N:34]=[C:10]2[C:9]([CH2:15][CH2:14][O:13][C:12]3[CH:16]=[C:17]([N:20]4[CH2:24][C@H:23]([CH2:25][NH:26][C:27](=[O:29])[CH3:28])[O:22][C:21]4=[O:30])[CH:18]=[CH:19][C:11]=32)=[CH:1]1, predict the reactants needed to synthesize it. The reactants are: [C:1]([CH:9]1[CH2:15][CH2:14][O:13][C:12]2[CH:16]=[C:17]([N:20]3[CH2:24][C@H:23]([CH2:25][NH:26][C:27](=[O:29])[CH3:28])[O:22][C:21]3=[O:30])[CH:18]=[CH:19][C:11]=2[C:10]1=O)(=O)C1C=CC=CC=1.[CH3:32][NH:33][NH2:34].C(N(CC)CC)C. (2) Given the product [OH:42][CH2:41][C@@H:20]([NH:8][CH2:9][C@H:10]([OH:19])[CH2:11][O:12][C:13]1[CH:14]=[CH:15][CH:16]=[CH:17][CH:18]=1)[CH2:21][C:22]1[CH:23]=[CH:24][C:25]([NH:28][C:29](=[O:40])[C:30]2[CH:39]=[CH:38][C:33]([C:34]([NH:36][CH3:37])=[O:35])=[CH:32][CH:31]=2)=[CH:26][CH:27]=1, predict the reactants needed to synthesize it. The reactants are: C([N:8]([C@H:20]([CH2:41][OH:42])[CH2:21][C:22]1[CH:27]=[CH:26][C:25]([NH:28][C:29](=[O:40])[C:30]2[CH:39]=[CH:38][C:33]([C:34]([NH:36][CH3:37])=[O:35])=[CH:32][CH:31]=2)=[CH:24][CH:23]=1)[CH2:9][C@H:10]([OH:19])[CH2:11][O:12][C:13]1[CH:18]=[CH:17][CH:16]=[CH:15][CH:14]=1)C1C=CC=CC=1. (3) Given the product [CH:68]1([O:72][C:73]([N:75]2[CH2:80][CH2:79][N:78]([C:31](=[O:33])[CH2:30][NH:29][C:27]([C:18]3[CH:17]=[C:16]([O:15][CH2:14][C:13]([N:9]4[CH2:10][CH2:11][CH2:12][C@H:8]4[C:6](=[O:7])[NH:5][CH:1]4[CH2:4][CH2:3][CH2:2]4)=[O:34])[N:20]([C:21]4[CH:22]=[CH:23][CH:24]=[CH:25][CH:26]=4)[N:19]=3)=[O:28])[CH2:77][CH2:76]2)=[O:74])[CH2:71][CH2:70][CH2:69]1, predict the reactants needed to synthesize it. The reactants are: [CH:1]1([NH:5][C:6]([C@@H:8]2[CH2:12][CH2:11][CH2:10][N:9]2[C:13](=[O:34])[CH2:14][O:15][C:16]2[N:20]([C:21]3[CH:26]=[CH:25][CH:24]=[CH:23][CH:22]=3)[N:19]=[C:18]([C:27]([NH:29][CH2:30][C:31]([OH:33])=O)=[O:28])[CH:17]=2)=[O:7])[CH2:4][CH2:3][CH2:2]1.CCN(C(C)C)C(C)C.CN(C(ON1N=NC2C=CC=NC1=2)=[N+](C)C)C.F[P-](F)(F)(F)(F)F.[CH:68]1([O:72][C:73]([N:75]2[CH2:80][CH2:79][NH:78][CH2:77][CH2:76]2)=[O:74])[CH2:71][CH2:70][CH2:69]1. (4) Given the product [CH2:29]([O:28][C:26](=[O:27])[CH2:25][NH:17][C:11]1[CH:12]=[CH:13][C:14]([O:15][CH3:16])=[C:9]([O:8][CH2:1][C:2]2[CH:3]=[CH:4][CH:5]=[CH:6][CH:7]=2)[CH:10]=1)[CH3:30], predict the reactants needed to synthesize it. The reactants are: [CH2:1]([O:8][C:9]1[CH:10]=[C:11]([NH2:17])[CH:12]=[CH:13][C:14]=1[O:15][CH3:16])[C:2]1[CH:7]=[CH:6][CH:5]=[CH:4][CH:3]=1.C(=O)([O-])[O-].[K+].[K+].Br[CH2:25][C:26]([O:28][CH2:29][CH3:30])=[O:27].[I-].[Na+]. (5) Given the product [CH:31]1([NH:30][C:28](=[O:29])[C:27]2[CH:38]=[CH:39][C:24]([NH:23][C:2]3[N:12]=[C:11]4[C:5]([N:6]([CH3:22])[C:7](=[O:21])[CH2:8][CH2:9][N:10]4[CH2:13][CH2:14][N:15]4[CH2:20][CH2:19][O:18][CH2:17][CH2:16]4)=[CH:4][N:3]=3)=[C:25]([O:40][CH3:41])[CH:26]=2)[CH2:32][CH2:33][CH2:43][CH2:35][CH2:36]1, predict the reactants needed to synthesize it. The reactants are: Cl[C:2]1[N:12]=[C:11]2[C:5]([N:6]([CH3:22])[C:7](=[O:21])[CH2:8][CH2:9][N:10]2[CH2:13][CH2:14][N:15]2[CH2:20][CH2:19][O:18][CH2:17][CH2:16]2)=[CH:4][N:3]=1.[NH2:23][C:24]1[CH:39]=[CH:38][C:27]([C:28]([NH:30][CH:31]2[CH2:36][CH2:35]N(C)[CH2:33][CH2:32]2)=[O:29])=[CH:26][C:25]=1[O:40][CH3:41].O.[C:43]1(C)C=CC(S(O)(=O)=O)=CC=1.CO.